Task: Predict which catalyst facilitates the given reaction.. Dataset: Catalyst prediction with 721,799 reactions and 888 catalyst types from USPTO Reactant: [CH3:1][C:2]1[CH:3]=[C:4]([C:9](OC)=[O:10])[CH:5]=[N:6][C:7]=1[CH3:8].CC(C[AlH]CC(C)C)C.C(C(C(C([O-])=O)O)O)([O-])=O. Product: [CH3:1][C:2]1[CH:3]=[C:4]([CH2:9][OH:10])[CH:5]=[N:6][C:7]=1[CH3:8]. The catalyst class is: 2.